Dataset: Full USPTO retrosynthesis dataset with 1.9M reactions from patents (1976-2016). Task: Predict the reactants needed to synthesize the given product. Given the product [Cl:18][C:14]1[CH:13]=[C:12]([C:10]2[O:9][N:8]=[C:7]([C@H:5]([OH:4])[CH3:6])[N:11]=2)[CH:17]=[CH:16][CH:15]=1, predict the reactants needed to synthesize it. The reactants are: C([O:4][C@@H:5]([C:7]1[N:11]=[C:10]([C:12]2[CH:17]=[CH:16][CH:15]=[C:14]([Cl:18])[CH:13]=2)[O:9][N:8]=1)[CH3:6])(=O)C.O.[OH-].[Li+].